This data is from Forward reaction prediction with 1.9M reactions from USPTO patents (1976-2016). The task is: Predict the product of the given reaction. (1) Given the reactants [C:1]([O:9][CH2:10][CH3:11])(=[O:8])[CH2:2][C:3]([O:5][CH2:6][CH3:7])=[O:4].[H-].[Na+].[Cl:14][C:15]1[CH:20]=[CH:19][C:18]([F:21])=[CH:17][C:16]=1Br.Cl, predict the reaction product. The product is: [Cl:14][C:15]1[CH:20]=[CH:19][C:18]([F:21])=[CH:17][C:16]=1[CH:2]([C:3]([O:5][CH2:6][CH3:7])=[O:4])[C:1]([O:9][CH2:10][CH3:11])=[O:8]. (2) Given the reactants [F:1][C:2]1[CH:7]=[C:6]([I:8])[CH:5]=[CH:4][C:3]=1[NH:9][C:10]1[N:15]([CH3:16])[C:14](=[O:17])[N:13]([CH3:18])[C:12](=[O:19])[C:11]=1[C:20]([O:22]C1C=CC=CC=1)=O.[NH:29]1[CH2:34][CH2:33][NH:32][CH2:31][CH2:30]1, predict the reaction product. The product is: [F:1][C:2]1[CH:7]=[C:6]([I:8])[CH:5]=[CH:4][C:3]=1[NH:9][C:10]1[N:15]([CH3:16])[C:14](=[O:17])[N:13]([CH3:18])[C:12](=[O:19])[C:11]=1[C:20]([N:29]1[CH2:34][CH2:33][NH:32][CH2:31][CH2:30]1)=[O:22]. (3) The product is: [ClH:39].[CH3:38][S:35]([C:16]1[CH:15]=[C:14]([CH:11]2[CH2:10][CH2:9][NH:8][CH2:13][CH2:12]2)[CH:19]=[CH:18][C:17]=1[NH:20][S:21]([C:24]1[N:25]([CH3:34])[C:26]2[C:31]([CH:32]=1)=[CH:30][C:29]([F:33])=[CH:28][CH:27]=2)(=[O:22])=[O:23])(=[O:37])=[O:36]. Given the reactants C(OC([N:8]1[CH2:13][CH2:12][CH:11]([C:14]2[CH:19]=[CH:18][C:17]([NH:20][S:21]([C:24]3[N:25]([CH3:34])[C:26]4[C:31]([CH:32]=3)=[CH:30][C:29]([F:33])=[CH:28][CH:27]=4)(=[O:23])=[O:22])=[C:16]([S:35]([CH3:38])(=[O:37])=[O:36])[CH:15]=2)[CH2:10][CH2:9]1)=O)(C)(C)C.[ClH:39].C(OCC)(=O)C, predict the reaction product.